Task: Regression. Given two drug SMILES strings and cell line genomic features, predict the synergy score measuring deviation from expected non-interaction effect.. Dataset: NCI-60 drug combinations with 297,098 pairs across 59 cell lines (1) Drug 1: C1C(C(OC1N2C=C(C(=O)NC2=O)F)CO)O. Drug 2: CC1C(C(CC(O1)OC2CC(OC(C2O)C)OC3=CC4=CC5=C(C(=O)C(C(C5)C(C(=O)C(C(C)O)O)OC)OC6CC(C(C(O6)C)O)OC7CC(C(C(O7)C)O)OC8CC(C(C(O8)C)O)(C)O)C(=C4C(=C3C)O)O)O)O. Cell line: SK-OV-3. Synergy scores: CSS=33.6, Synergy_ZIP=-1.57, Synergy_Bliss=0.160, Synergy_Loewe=-20.4, Synergy_HSA=1.48. (2) Cell line: SF-268. Synergy scores: CSS=13.7, Synergy_ZIP=-3.42, Synergy_Bliss=4.60, Synergy_Loewe=-57.7, Synergy_HSA=1.57. Drug 1: CCCS(=O)(=O)NC1=C(C(=C(C=C1)F)C(=O)C2=CNC3=C2C=C(C=N3)C4=CC=C(C=C4)Cl)F. Drug 2: CC(CN1CC(=O)NC(=O)C1)N2CC(=O)NC(=O)C2. (3) Drug 1: CC1=C2C(C(=O)C3(C(CC4C(C3C(C(C2(C)C)(CC1OC(=O)C(C(C5=CC=CC=C5)NC(=O)OC(C)(C)C)O)O)OC(=O)C6=CC=CC=C6)(CO4)OC(=O)C)OC)C)OC. Drug 2: N.N.Cl[Pt+2]Cl. Cell line: U251. Synergy scores: CSS=45.2, Synergy_ZIP=2.72, Synergy_Bliss=1.02, Synergy_Loewe=-16.4, Synergy_HSA=1.84.